From a dataset of Reaction yield outcomes from USPTO patents with 853,638 reactions. Predict the reaction yield, written as a fraction of the theoretical maximum amount of product (1.0 means a 100% yield; for example, 0.34 means a 34% yield). (1) The reactants are [C:1]([C:4]1[CH:5]=[C:6]([CH:39]=[CH:40][C:41]=1[CH3:42])[CH2:7][CH2:8][C:9]1[C:14]([C:15]([F:18])([F:17])[F:16])=[CH:13][N:12]=[C:11]([NH:19][C:20]2[CH:25]=[CH:24][C:23]([N:26]3[CH2:31][CH2:30][N:29](C(OC(C)(C)C)=O)[CH2:28][CH2:27]3)=[CH:22][CH:21]=2)[N:10]=1)(=[O:3])[NH2:2].C(O)(C(F)(F)F)=O. The catalyst is C(Cl)Cl. The product is [CH3:42][C:41]1[CH:40]=[CH:39][C:6]([CH2:7][CH2:8][C:9]2[C:14]([C:15]([F:18])([F:17])[F:16])=[CH:13][N:12]=[C:11]([NH:19][C:20]3[CH:25]=[CH:24][C:23]([N:26]4[CH2:31][CH2:30][NH:29][CH2:28][CH2:27]4)=[CH:22][CH:21]=3)[N:10]=2)=[CH:5][C:4]=1[C:1]([NH2:2])=[O:3]. The yield is 0.210. (2) The reactants are [Br:1][C:2]1[CH:7]=[CH:6][CH:5]=[CH:4][C:3]=1[CH2:8][CH2:9][OH:10].[O:11]1[CH:16]=[CH:15][CH2:14][CH2:13][CH2:12]1.C12(CS(O)(=O)=O)C(C)(C)C(CC1)CC2=O.C([O-])([O-])=O.[K+].[K+]. The catalyst is C(Cl)Cl. The product is [Br:1][C:2]1[CH:7]=[CH:6][CH:5]=[CH:4][C:3]=1[CH2:8][CH2:9][O:10][CH:12]1[CH2:13][CH2:14][CH2:15][CH2:16][O:11]1. The yield is 0.971.